Task: Predict the product of the given reaction.. Dataset: Forward reaction prediction with 1.9M reactions from USPTO patents (1976-2016) Given the reactants Cl[C:2]1[CH:17]=[C:6]2[C:7]3[C:12]([CH2:13][CH2:14][N:5]2[C:4](=[O:18])[N:3]=1)=[CH:11][C:10]([O:15][CH3:16])=[CH:9][CH:8]=3.[CH3:19][O:20][C:21]1[CH:27]=[CH:26][CH:25]=[CH:24][C:22]=1[NH2:23], predict the reaction product. The product is: [CH3:16][O:15][C:10]1[CH:11]=[C:12]2[C:7](=[CH:8][CH:9]=1)[C:6]1=[CH:17][C:2]([NH:23][C:22]3[CH:24]=[CH:25][CH:26]=[CH:27][C:21]=3[O:20][CH3:19])=[N:3][C:4](=[O:18])[N:5]1[CH2:14][CH2:13]2.